From a dataset of Full USPTO retrosynthesis dataset with 1.9M reactions from patents (1976-2016). Predict the reactants needed to synthesize the given product. (1) Given the product [CH3:8][C:2]([O:9][C:10]1[CH:15]=[CH:14][CH:13]=[CH:12][CH:11]=1)([CH3:1])[C:3]([OH:5])=[O:4], predict the reactants needed to synthesize it. The reactants are: [CH3:1][C:2]([O:9][C:10]1[CH:15]=[CH:14][CH:13]=[CH:12][CH:11]=1)([CH3:8])[C:3]([O:5]CC)=[O:4].[OH-].[Na+]. (2) Given the product [NH2:30][C:23]1[CH:24]=[CH:25][CH:26]=[C:27]2[C:22]=1[C:11](=[O:12])[C:10]1([NH:9][C:7](=[O:8])[C:6]3[CH:5]=[CH:4][C:3]([C:1]#[N:2])=[CH:35][CH:34]=3)[C:14]3[CH:13]=[CH:18][C:17]([CH:19]([CH3:20])[CH3:21])=[CH:16][C:15]=3[O:39][C:28]12[OH:29], predict the reactants needed to synthesize it. The reactants are: [C:1]([C:3]1[CH:35]=[CH:34][C:6]([C:7]([NH:9][C:10]23[C:28](=[O:29])[C:27]4[C:22](=[C:23]([N+:30]([O-])=O)[CH:24]=[CH:25][CH:26]=4)[C:11]2(O)[O:12][C:13]2[CH:18]=[C:17]([CH:19]([CH3:21])[CH3:20])[CH:16]=[CH:15][C:14]=23)=[O:8])=[CH:5][CH:4]=1)#[N:2].C(O)C.[OH2:39]. (3) Given the product [Cl:1][C:2]1[N:7]=[C:6]([CH3:8])[N:5]=[C:4]([NH2:9])[C:3]=1[I:10], predict the reactants needed to synthesize it. The reactants are: [Cl:1][C:2]1[N:7]=[C:6]([CH3:8])[N:5]=[C:4]([NH2:9])[CH:3]=1.[I:10]Cl.S([O-])([O-])=O.[Na+].[Na+].